Predict which catalyst facilitates the given reaction. From a dataset of Catalyst prediction with 721,799 reactions and 888 catalyst types from USPTO. (1) Product: [CH3:6][O:7][C:9]1[CH:17]([CH2:10][C:11]2[CH:16]=[CH:15][CH:14]=[CH:13][CH:12]=2)[CH:21]([CH2:22][CH2:23][CH3:24])[CH2:20][N:19]=1. The catalyst class is: 2. Reactant: F[B-](F)(F)F.[CH3:6][O+:7]([CH3:9])C.[CH2:10]([CH:17]1[CH:21]([CH2:22][CH2:23][CH3:24])[CH2:20][NH:19]C1=O)[C:11]1[CH:16]=[CH:15][CH:14]=[CH:13][CH:12]=1.C(=O)([O-])O.[Na+]. (2) Reactant: Cl.C(C1C=NC=CC=1[O:10][C:11]1[CH:16]=[CH:15][C:14]([NH:17][C:18](NC(=O)CC2C=CC(F)=CC=2)=[O:19])=[CH:13][C:12]=1[F:31])C.[Cl:32][C:33]1[CH:38]=[C:37]([N+]([O-])=O)[CH:36]=[CH:35][N:34]=1.[C:42]([O-])([O-])=O.[K+].[K+]. Product: [Cl:32][C:33]1[CH:38]=[C:37]([O:10][C:11]2[CH:16]=[CH:15][C:14]([NH:17][C:18](=[O:19])[CH3:42])=[CH:13][C:12]=2[F:31])[CH:36]=[CH:35][N:34]=1. The catalyst class is: 3. (3) Reactant: [CH3:1][O:2][C:3]1[C:8]([C:9]2[CH:10]=[C:11]([NH:14][C:15]3[CH:20]=[N:19][CH:18]=[C:17]([O:21][C@@H:22]4[CH2:27][CH2:26][CH2:25][NH:24][CH2:23]4)[N:16]=3)[NH:12][N:13]=2)=[CH:7][CH:6]=[C:5]([CH3:28])[N:4]=1. Product: [OH2:2].[CH3:1][O:2][C:3]1[C:8]([C:9]2[CH:10]=[C:11]([NH:14][C:15]3[CH:20]=[N:19][CH:18]=[C:17]([O:21][C@@H:22]4[CH2:27][CH2:26][CH2:25][NH:24][CH2:23]4)[N:16]=3)[NH:12][N:13]=2)=[CH:7][CH:6]=[C:5]([CH3:28])[N:4]=1. The catalyst class is: 97. (4) Reactant: [CH:1]1([CH:7]([NH:19][C:20]2[CH:25]=[CH:24][C:23]([C:26]([N:28]([CH3:36])[CH2:29][CH2:30][C:31]([O:33][CH2:34][CH3:35])=[O:32])=[O:27])=[CH:22][CH:21]=2)[C:8]2[O:9][C:10]3[CH:17]=[CH:16][C:15]([OH:18])=[CH:14][C:11]=3[C:12]=2[CH3:13])[CH2:6][CH2:5][CH2:4][CH2:3][CH2:2]1.Cl[C:38]1[CH:43]=[CH:42][C:41]([C:44]#[N:45])=[CH:40][N:39]=1.C(=O)([O-])[O-].[K+].[K+].O. Product: [C:44]([C:41]1[CH:42]=[CH:43][C:38]([O:18][C:15]2[CH:16]=[CH:17][C:10]3[O:9][C:8]([CH:7]([NH:19][C:20]4[CH:21]=[CH:22][C:23]([C:26]([N:28]([CH3:36])[CH2:29][CH2:30][C:31]([O:33][CH2:34][CH3:35])=[O:32])=[O:27])=[CH:24][CH:25]=4)[CH:1]4[CH2:6][CH2:5][CH2:4][CH2:3][CH2:2]4)=[C:12]([CH3:13])[C:11]=3[CH:14]=2)=[N:39][CH:40]=1)#[N:45]. The catalyst class is: 9. (5) Reactant: [Br:1]Br.[N:3]1[C:12]2[C:7](=[CH:8][C:9]([C:13](=[O:15])[CH3:14])=[CH:10][CH:11]=2)[CH:6]=[CH:5][CH:4]=1. Product: [Br:1][CH2:14][C:13]([C:9]1[CH:8]=[C:7]2[C:12](=[CH:11][CH:10]=1)[N:3]=[CH:4][CH:5]=[CH:6]2)=[O:15]. The catalyst class is: 15.